Regression. Given a peptide amino acid sequence and an MHC pseudo amino acid sequence, predict their binding affinity value. This is MHC class II binding data. From a dataset of Peptide-MHC class II binding affinity with 134,281 pairs from IEDB. (1) The peptide sequence is RRAEPAADGVGAVSRDL. The MHC is HLA-DQA10401-DQB10402 with pseudo-sequence HLA-DQA10401-DQB10402. The binding affinity (normalized) is 0.308. (2) The peptide sequence is EVIPTAFSIGKTYKP. The MHC is DRB1_1602 with pseudo-sequence DRB1_1602. The binding affinity (normalized) is 0.585. (3) The peptide sequence is EAKITMLTNGQCQNI. The MHC is DRB3_0202 with pseudo-sequence DRB3_0202. The binding affinity (normalized) is 0.255. (4) The peptide sequence is SDRGWGNGCGLFGKG. The MHC is DRB1_0401 with pseudo-sequence DRB1_0401. The binding affinity (normalized) is 0. (5) The peptide sequence is PIYIVTPTNASHIQS. The MHC is DRB5_0101 with pseudo-sequence DRB5_0101. The binding affinity (normalized) is 0.465. (6) The binding affinity (normalized) is 0.689. The peptide sequence is EKKYGAATQFEPLAA. The MHC is HLA-DQA10401-DQB10402 with pseudo-sequence HLA-DQA10401-DQB10402. (7) The peptide sequence is QRKVFRELVRNCDLP. The MHC is HLA-DQA10501-DQB10303 with pseudo-sequence HLA-DQA10501-DQB10303. The binding affinity (normalized) is 0.234. (8) The peptide sequence is SQDLELSWNLNGLQAR. The MHC is DRB1_1302 with pseudo-sequence DRB1_1302. The binding affinity (normalized) is 0.534.